Task: Predict which catalyst facilitates the given reaction.. Dataset: Catalyst prediction with 721,799 reactions and 888 catalyst types from USPTO (1) Reactant: [CH2:1]([N:8]([CH2:14]OC)[CH2:9][Si](C)(C)C)[C:2]1[CH:7]=[CH:6][CH:5]=[CH:4][CH:3]=1.[N+:17]([CH:20]=[C:21]1[CH2:24][O:23][CH2:22]1)([O-:19])=[O:18].FC(F)(F)C(O)=O. Product: [CH2:1]([N:8]1[CH2:9][CH:20]([N+:17]([O-:19])=[O:18])[C:21]2([CH2:24][O:23][CH2:22]2)[CH2:14]1)[C:2]1[CH:3]=[CH:4][CH:5]=[CH:6][CH:7]=1. The catalyst class is: 4. (2) Reactant: Cl[C:2]1[C:11]2[C:6](=[CH:7][C:8]([F:12])=[CH:9][CH:10]=2)[N:5]=[C:4]([C:13]2[CH:18]=[C:17]([F:19])[CH:16]=[CH:15][C:14]=2[F:20])[C:3]=1[CH3:21].[I:22][C:23]1[CH:31]=[C:30]2[C:26]([C:27]([CH3:33])([CH3:32])[CH2:28][NH:29]2)=[CH:25][CH:24]=1.Cl.O1CCOCC1. Product: [F:20][C:14]1[CH:15]=[CH:16][C:17]([F:19])=[CH:18][C:13]=1[C:4]1[C:3]([CH3:21])=[C:2]([N:29]2[C:30]3[C:26](=[CH:25][CH:24]=[C:23]([I:22])[CH:31]=3)[C:27]([CH3:33])([CH3:32])[CH2:28]2)[C:11]2[C:6](=[CH:7][C:8]([F:12])=[CH:9][CH:10]=2)[N:5]=1. The catalyst class is: 37. (3) Reactant: [CH3:1][S:2][CH:3]([O:8][C:9]1[CH:10]=[C:11]2[C:16](=[CH:17][CH:18]=1)[N:15]=[CH:14][C:13]([CH:19]=[CH2:20])=[CH:12]2)[C:4]([O:6]C)=[O:5].O[Li].O.Cl. Product: [CH3:1][S:2][CH:3]([O:8][C:9]1[CH:10]=[C:11]2[C:16](=[CH:17][CH:18]=1)[N:15]=[CH:14][C:13]([CH:19]=[CH2:20])=[CH:12]2)[C:4]([OH:6])=[O:5]. The catalyst class is: 20. (4) Reactant: Cl.[CH3:2][O:3][C:4](=[O:17])[C@H:5]([NH2:16])[CH2:6][C:7]1[C:15]2[C:10](=[CH:11][CH:12]=[CH:13][CH:14]=2)[NH:9][CH:8]=1.[F:18][C:19]1[CH:20]=[C:21]([C:29]2[CH:39]=[C:38]([C:40](O)=[O:41])[C:32]3[O:33][CH2:34][CH2:35][CH2:36][CH2:37][C:31]=3[CH:30]=2)[CH:22]=[C:23]([C:25](=[O:28])[NH:26][CH3:27])[CH:24]=1.C1C=C2N=NN(O)C2=CC=1.O.CCN=C=NCCCN(C)C. Product: [CH3:2][O:3][C:4](=[O:17])[C@H:5]([NH:16][C:40]([C:38]1[C:32]2[O:33][CH2:34][CH2:35][CH2:36][CH2:37][C:31]=2[CH:30]=[C:29]([C:21]2[CH:22]=[C:23]([C:25](=[O:28])[NH:26][CH3:27])[CH:24]=[C:19]([F:18])[CH:20]=2)[CH:39]=1)=[O:41])[CH2:6][C:7]1[C:15]2[C:10](=[CH:11][CH:12]=[CH:13][CH:14]=2)[NH:9][CH:8]=1. The catalyst class is: 338. (5) Reactant: Br[CH2:2][CH2:3][CH2:4][CH2:5][CH2:6][CH:7]1[CH2:12][CH2:11][CH2:10][CH2:9][CH2:8]1.[I-:13].[Na+]. Product: [I:13][CH2:2][CH2:3][CH2:4][CH2:5][CH2:6][CH:7]1[CH2:12][CH2:11][CH2:10][CH2:9][CH2:8]1. The catalyst class is: 21. (6) Reactant: FC(F)(F)C(O)=O.C([SiH](CC)CC)C.[CH:15]1([C:20]2[C:30]([CH:31](O)[C:32]3[N:37]=[C:36]([C:38]([O:40][CH3:41])=[O:39])[CH:35]=[CH:34][CH:33]=3)=[C:23]3[CH:24]=[CH:25][C:26]([O:28][CH3:29])=[CH:27][N:22]3[N:21]=2)[CH2:19][CH2:18][CH2:17][CH2:16]1.C(=O)(O)[O-].[Na+]. Product: [CH:15]1([C:20]2[C:30]([CH2:31][C:32]3[N:37]=[C:36]([C:38]([O:40][CH3:41])=[O:39])[CH:35]=[CH:34][CH:33]=3)=[C:23]3[CH:24]=[CH:25][C:26]([O:28][CH3:29])=[CH:27][N:22]3[N:21]=2)[CH2:19][CH2:18][CH2:17][CH2:16]1. The catalyst class is: 4. (7) Reactant: [NH2:1][C:2]1[NH:21][C:5]2=[CH:6][C:7]3[C:8]([CH3:20])([CH3:19])[C:9](=[O:18])[N:10]([CH2:13][CH2:14][CH2:15][CH2:16][CH3:17])[C:11]=3[CH:12]=[C:4]2[N:3]=1.CN(C(ON1N=NC2C=CC=CC1=2)=[N+](C)C)C.[B-](F)(F)(F)F.CCN(C(C)C)C(C)C.[F:53][C:54]([F:66])([F:65])[O:55][C:56]1[CH:64]=[CH:63][CH:62]=[CH:61][C:57]=1[C:58](O)=[O:59]. Product: [CH3:19][C:8]1([CH3:20])[C:7]2[CH:6]=[C:5]3[NH:21][C:2]([NH:1][C:58](=[O:59])[C:57]4[CH:61]=[CH:62][CH:63]=[CH:64][C:56]=4[O:55][C:54]([F:53])([F:65])[F:66])=[N:3][C:4]3=[CH:12][C:11]=2[N:10]([CH2:13][CH2:14][CH2:15][CH2:16][CH3:17])[C:9]1=[O:18]. The catalyst class is: 1. (8) The catalyst class is: 1. Product: [CH2:22]([N:29]1[CH2:33][CH2:32][C@@H:31]([C:7]([C:8]#[N:9])([C:1]2[CH:2]=[CH:3][CH:4]=[CH:5][CH:6]=2)[C:10]2[CH:11]=[CH:12][CH:13]=[CH:14][CH:15]=2)[CH2:30]1)[C:23]1[CH:28]=[CH:27][CH:26]=[CH:25][CH:24]=1. Reactant: [C:1]1([CH:7]([C:10]2[CH:15]=[CH:14][CH:13]=[CH:12][CH:11]=2)[C:8]#[N:9])[CH:6]=[CH:5][CH:4]=[CH:3][CH:2]=1.CC(C)([O-])C.[K+].[CH2:22]([N:29]1[CH2:33][CH2:32][C@H:31](OS(C2C=CC(C)=CC=2)(=O)=O)[CH2:30]1)[C:23]1[CH:28]=[CH:27][CH:26]=[CH:25][CH:24]=1. (9) Reactant: N1C=CC=CC=1C(O)=O.S(=O)(=O)(O)O.N1C=CC=CC=1C(OC)=O.ClC1C=C(C=CC=1)C(OO)=O.P(Cl)(Cl)(Cl)=O.[Cl:41][C:42]1[N:47]=[C:46]([C:48](OC)=[O:49])[CH:45]=[CH:44][CH:43]=1.[BH4-].[Na+]. Product: [Cl:41][C:42]1[N:47]=[C:46]([CH2:48][OH:49])[CH:45]=[CH:44][CH:43]=1. The catalyst class is: 100. (10) Reactant: [F:1][C:2]1[CH:7]=[CH:6][CH:5]=[CH:4][C:3]=1[C@@H:8]([NH:10][C:11]1[S:12][CH:13]([CH3:17])[C:14](=[O:16])[N:15]=1)[CH3:9].Br[C:19]1[CH:26]=[CH:25][C:22]([C:23]#[N:24])=[CH:21][CH:20]=1.C1(P(C2C=CC=CC=2)C2C=CC3C(=CC=CC=3)C=2C2C3C(=CC=CC=3)C=CC=2P(C2C=CC=CC=2)C2C=CC=CC=2)C=CC=CC=1.C[Si]([N-][Si](C)(C)C)(C)C.[Na+]. Product: [F:1][C:2]1[CH:7]=[CH:6][CH:5]=[CH:4][C:3]=1[C@@H:8]([NH:10][C:11]1[S:12][C:13]([C:19]2[CH:26]=[CH:25][C:22]([C:23]#[N:24])=[CH:21][CH:20]=2)([CH3:17])[C:14](=[O:16])[N:15]=1)[CH3:9]. The catalyst class is: 187.